From a dataset of Peptide-MHC class II binding affinity with 134,281 pairs from IEDB. Regression. Given a peptide amino acid sequence and an MHC pseudo amino acid sequence, predict their binding affinity value. This is MHC class II binding data. (1) The peptide sequence is GELQIVDKIEAAFKI. The MHC is DRB1_1501 with pseudo-sequence DRB1_1501. The binding affinity (normalized) is 0.454. (2) The binding affinity (normalized) is 0.566. The peptide sequence is GELEFEEFVSLASRF. The MHC is DRB1_0101 with pseudo-sequence DRB1_0101. (3) The MHC is DRB1_0802 with pseudo-sequence DRB1_0802. The peptide sequence is SQDLELSWNLNGLQAP. The binding affinity (normalized) is 0.249.